This data is from NCI-60 drug combinations with 297,098 pairs across 59 cell lines. The task is: Regression. Given two drug SMILES strings and cell line genomic features, predict the synergy score measuring deviation from expected non-interaction effect. (1) Drug 2: CNC(=O)C1=NC=CC(=C1)OC2=CC=C(C=C2)NC(=O)NC3=CC(=C(C=C3)Cl)C(F)(F)F. Drug 1: CN(C)C1=NC(=NC(=N1)N(C)C)N(C)C. Cell line: T-47D. Synergy scores: CSS=8.15, Synergy_ZIP=1.34, Synergy_Bliss=3.53, Synergy_Loewe=-29.2, Synergy_HSA=0.278. (2) Drug 1: CN1CCC(CC1)COC2=C(C=C3C(=C2)N=CN=C3NC4=C(C=C(C=C4)Br)F)OC. Drug 2: CC1CCC2CC(C(=CC=CC=CC(CC(C(=O)C(C(C(=CC(C(=O)CC(OC(=O)C3CCCCN3C(=O)C(=O)C1(O2)O)C(C)CC4CCC(C(C4)OC)OCCO)C)C)O)OC)C)C)C)OC. Cell line: HS 578T. Synergy scores: CSS=12.1, Synergy_ZIP=-3.32, Synergy_Bliss=4.13, Synergy_Loewe=-13.5, Synergy_HSA=-1.15.